This data is from Retrosynthesis with 50K atom-mapped reactions and 10 reaction types from USPTO. The task is: Predict the reactants needed to synthesize the given product. Given the product CC1(C)OC[C@H]([C@H]2CC(=O)N(Cc3ccccc3)C2)O1, predict the reactants needed to synthesize it. The reactants are: BrCc1ccccc1.CC1(C)OC[C@H]([C@@H]2CNC(=O)C2)O1.